This data is from Forward reaction prediction with 1.9M reactions from USPTO patents (1976-2016). The task is: Predict the product of the given reaction. (1) Given the reactants [Br:1][C:2]1[CH:7]=[CH:6][C:5]([OH:8])=[CH:4][C:3]=1[F:9].CC1C=CC(S(O[CH:21]2[CH2:24][CH2:23][CH2:22]2)(=O)=O)=CC=1.C(=O)([O-])[O-].[Cs+].[Cs+], predict the reaction product. The product is: [Br:1][C:2]1[CH:7]=[CH:6][C:5]([O:8][CH:21]2[CH2:24][CH2:23][CH2:22]2)=[CH:4][C:3]=1[F:9]. (2) Given the reactants C([O-])(=O)C.[Na+].Br[CH:7]([C:12]1[CH:17]=[CH:16][CH:15]=[CH:14][CH:13]=1)[C:8]([O:10]C)=[O:9].[CH3:18][O:19][C:20]1[CH:26]=[CH:25][C:24]([CH2:27][S:28]([CH2:31][CH2:32][C:33]2[C:38]([O:39][CH3:40])=[CH:37][C:36]([O:41][CH3:42])=[CH:35][C:34]=2[O:43][CH3:44])(=[O:30])=[O:29])=[CH:23][C:21]=1[NH2:22].C(Cl)(Cl)Cl.CO, predict the reaction product. The product is: [CH3:18][O:19][C:20]1[CH:26]=[CH:25][C:24]([CH2:27][S:28]([CH2:31][CH2:32][C:33]2[C:34]([O:43][CH3:44])=[CH:35][C:36]([O:41][CH3:42])=[CH:37][C:38]=2[O:39][CH3:40])(=[O:30])=[O:29])=[CH:23][C:21]=1[NH:22][CH:7]([C:12]1[CH:17]=[CH:16][CH:15]=[CH:14][CH:13]=1)[C:8]([OH:10])=[O:9]. (3) Given the reactants NC1C=CC=CC=1.C1(S(Cl)(=O)=O)C=CC=CC=1.[CH3:18][C:19]1[CH:24]=[CH:23][C:22]([CH3:25])=[CH:21][C:20]=1[S:26](Cl)(=[O:28])=[O:27].[Cl:30][C:31]1[CH:37]=[CH:36][C:34]([NH2:35])=[CH:33][CH:32]=1, predict the reaction product. The product is: [CH3:18][C:19]1[CH:24]=[CH:23][C:22]([CH3:25])=[CH:21][C:20]=1[S:26]([NH:35][C:34]1[CH:36]=[CH:37][C:31]([Cl:30])=[CH:32][CH:33]=1)(=[O:28])=[O:27]. (4) Given the reactants Cl[C:2]1[N:3]([CH3:15])[C:4](=[O:14])[CH:5]=[C:6]([C:8]2[CH:13]=[CH:12][N:11]=[CH:10][N:9]=2)[N:7]=1.[OH-:16].[Na+].Cl, predict the reaction product. The product is: [OH:16][C:2]1[N:3]([CH3:15])[C:4](=[O:14])[CH:5]=[C:6]([C:8]2[CH:13]=[CH:12][N:11]=[CH:10][N:9]=2)[N:7]=1. (5) Given the reactants FC1C=CC([N+]([O-])=O)=CC=1OC.[CH3:13][O:14][C:15]1[CH:20]=[C:19]([N+:21]([O-:23])=[O:22])[CH:18]=[CH:17][C:16]=1[N:24]1[CH2:29][CH2:28][N:27]([C:30]([O:32][C:33]([CH3:36])([CH3:35])[CH3:34])=[O:31])[CH2:26][C@@H:25]1[CH3:37].C[C@@H]1NCCN(C(OC(C)(C)C)=O)C1.C(=O)([O-])[O-].[K+].[K+], predict the reaction product. The product is: [CH3:13][O:14][C:15]1[CH:20]=[C:19]([N+:21]([O-:23])=[O:22])[CH:18]=[CH:17][C:16]=1[N:24]1[CH2:29][CH2:28][N:27]([C:30]([O:32][C:33]([CH3:36])([CH3:35])[CH3:34])=[O:31])[CH2:26][C@@H:25]1[CH3:37].